From a dataset of Forward reaction prediction with 1.9M reactions from USPTO patents (1976-2016). Predict the product of the given reaction. (1) Given the reactants I[C:2]1[C:11]([CH:12]=[O:13])=[CH:10][C:9]2[C:4](=[CH:5][CH:6]=[CH:7][CH:8]=2)[N:3]=1.[CH:14]([Mg]Br)=[CH2:15].[Li+].CCC[CH2-].[C:23]([O:30]C(OC(C)(C)C)=O)([O:25][C:26]([CH3:29])([CH3:28])[CH3:27])=[O:24].[Cl-].[NH4+], predict the reaction product. The product is: [N:3]1[C:4]2[C:9](=[CH:8][CH:7]=[CH:6][CH:5]=2)[CH:10]=[C:11]([CH:12]([OH:13])[CH:14]=[CH2:15])[CH:2]=1.[C:26]([O:25][C:23](=[O:24])[O-:30])([CH3:29])([CH3:28])[CH3:27]. (2) Given the reactants [CH2:1]([O:3][C:4]1[C:15]2[CH2:14][CH2:13][CH2:12][C:11]=2[N:10]2[C:6](=[N:7][C:8]([CH:16]=[O:17])=[CH:9]2)[N:5]=1)[CH3:2].[Br-].[Mg+2].[Br-].[N+:21]([C:24]1[CH:42]=[CH:41][C:27]([CH2:28][O:29][C:30]([C:32]2[N:33]3[CH:36]([S:37][CH:38]=2)[CH:35]([Br:39])[C:34]3=[O:40])=[O:31])=[CH:26][CH:25]=1)([O-:23])=[O:22].[C:43](OC(=O)C)(=[O:45])[CH3:44], predict the reaction product. The product is: [N+:21]([C:24]1[CH:42]=[CH:41][C:27]([CH2:28][O:29][C:30]([C:32]2[N:33]3[CH:36]([S:37][CH:38]=2)[C:35]([CH:16]([O:17][C:43](=[O:45])[CH3:44])[C:8]2[N:7]=[C:6]4[N:10]([C:11]5[CH2:12][CH2:13][CH2:14][C:15]=5[C:4]([O:3][CH2:1][CH3:2])=[N:5]4)[CH:9]=2)([Br:39])[C:34]3=[O:40])=[O:31])=[CH:26][CH:25]=1)([O-:23])=[O:22]. (3) Given the reactants [CH:1]([N:4]([CH:16]([CH3:18])[CH3:17])[C:5]([N:7]1[C:11]2[CH:12]=[CH:13][CH:14]=[CH:15][C:10]=2[N:9]=[CH:8]1)=[O:6])([CH3:3])[CH3:2].[Li]CCCC.[C:24]([P:28]([C:30]([CH3:33])([CH3:32])[CH3:31])Cl)([CH3:27])([CH3:26])[CH3:25], predict the reaction product. The product is: [C:24]([P:28]([C:30]([CH3:33])([CH3:32])[CH3:31])[C:8]1[N:7]([C:5]([N:4]([CH:1]([CH3:3])[CH3:2])[CH:16]([CH3:18])[CH3:17])=[O:6])[C:11]2[CH:12]=[CH:13][CH:14]=[CH:15][C:10]=2[N:9]=1)([CH3:27])([CH3:26])[CH3:25]. (4) Given the reactants [ClH:1].CCOCC.[F:7][C:8]1[CH:13]=[CH:12][CH:11]=[C:10]([OH:14])[C:9]=1[C:15]1[N:24]=[C:23]([N:25]2[CH2:29][CH2:28][C@@H:27]([NH:30][C:31]([CH:33]3[CH2:35][CH2:34]3)=[O:32])[CH2:26]2)[C:22]2[C:17](=[CH:18][C:19]([CH3:36])=[CH:20][CH:21]=2)[N:16]=1, predict the reaction product. The product is: [ClH:1].[F:7][C:8]1[CH:13]=[CH:12][CH:11]=[C:10]([OH:14])[C:9]=1[C:15]1[N:24]=[C:23]([N:25]2[CH2:29][CH2:28][C@@H:27]([NH:30][C:31]([CH:33]3[CH2:34][CH2:35]3)=[O:32])[CH2:26]2)[C:22]2[C:17](=[CH:18][C:19]([CH3:36])=[CH:20][CH:21]=2)[N:16]=1.